This data is from Forward reaction prediction with 1.9M reactions from USPTO patents (1976-2016). The task is: Predict the product of the given reaction. (1) Given the reactants FC(F)(F)C(O)=O.[CH2:8]([NH:12][C:13]1[N:21]=[C:20]2[C:16]([N:17]=[C:18]([O:22][CH3:23])[NH:19]2)=[C:15]([NH2:24])[N:14]=1)[CH2:9][CH2:10][CH3:11].C(=O)([O-])[O-].[K+].[K+].CS(O[CH2:36][CH:37]1[CH2:41][CH2:40][O:39][CH2:38]1)(=O)=O.ClC1N=C2C(N=CN2CC2CCOCC2)=C(Cl)N=1, predict the reaction product. The product is: [CH2:8]([NH:12][C:13]1[N:21]=[C:20]2[C:16]([N:17]=[C:18]([O:22][CH3:23])[N:19]2[CH2:36][CH:37]2[CH2:41][CH2:40][O:39][CH2:38]2)=[C:15]([NH2:24])[N:14]=1)[CH2:9][CH2:10][CH3:11]. (2) Given the reactants [CH2:1]([O:8][C:9]1[CH:29]=[C:28]([O:30][CH2:31][C:32]2[CH:37]=[CH:36][CH:35]=[CH:34][CH:33]=2)[C:27]([CH:38]([CH3:40])[CH3:39])=[CH:26][C:10]=1[C:11]([NH:13][C:14]1[CH:19]=[CH:18][C:17]([N:20]2[CH2:25][CH2:24][O:23][CH2:22][CH2:21]2)=[CH:16][CH:15]=1)=O)[C:2]1[CH:7]=[CH:6][CH:5]=[CH:4][CH:3]=1.COC1C=CC(P2(SP(C3C=CC(OC)=CC=3)(=S)S2)=[S:50])=CC=1.C(=O)([O-])O.[Na+], predict the reaction product. The product is: [CH2:1]([O:8][C:9]1[CH:29]=[C:28]([O:30][CH2:31][C:32]2[CH:37]=[CH:36][CH:35]=[CH:34][CH:33]=2)[C:27]([CH:38]([CH3:40])[CH3:39])=[CH:26][C:10]=1[C:11]([NH:13][C:14]1[CH:19]=[CH:18][C:17]([N:20]2[CH2:25][CH2:24][O:23][CH2:22][CH2:21]2)=[CH:16][CH:15]=1)=[S:50])[C:2]1[CH:7]=[CH:6][CH:5]=[CH:4][CH:3]=1. (3) The product is: [Br:1][C:2]1[CH:10]=[CH:9][C:5]([C:6]2[O:7][N:15]=[C:17]([CH3:24])[N:8]=2)=[CH:4][CH:3]=1. Given the reactants [Br:1][C:2]1[CH:10]=[CH:9][C:5]([C:6]([NH2:8])=[O:7])=[CH:4][CH:3]=1.COOC(OOC)[N:15]([CH3:17])C.Cl.NO.[C:24]([O-])([O-])=O.[K+].[K+], predict the reaction product.